Dataset: Forward reaction prediction with 1.9M reactions from USPTO patents (1976-2016). Task: Predict the product of the given reaction. (1) Given the reactants [CH3:1][O:2]C(=O)C(=O)CCC.[OH:10][CH:11]1[O:19][C@H:18](CO)[C@@H](O)[C@H:14]([OH:15])[C@@H:12]1[OH:13], predict the reaction product. The product is: [CH3:1][O:2][C:14]([C:12]([C:11]([O:19][CH3:18])=[O:10])=[O:13])=[O:15]. (2) Given the reactants [CH3:1][N:2]1[C:6]2[CH:7]=[CH:8][C:9]([C:11]([F:14])([F:13])[F:12])=[CH:10][C:5]=2[N:4]=[C:3]1[C:15]1[CH:20]=[CH:19][N:18]=[CH:17][C:16]=1[S:21][CH3:22].I([O-])(=O)(=O)=[O:24].[Na+].C(=O)([O-])O.[Na+].S([O-])([O-])(=O)=S.[Na+].[Na+], predict the reaction product. The product is: [CH3:22][S:21]([C:16]1[CH:17]=[N:18][CH:19]=[CH:20][C:15]=1[C:3]1[N:2]([CH3:1])[C:6]2[CH:7]=[CH:8][C:9]([C:11]([F:14])([F:13])[F:12])=[CH:10][C:5]=2[N:4]=1)=[O:24]. (3) Given the reactants [CH2:1]([N:8]1[CH2:13][CH2:12][NH:11][CH2:10][CH2:9]1)[C:2]1[CH:7]=[CH:6][CH:5]=[CH:4][CH:3]=1.CN1C(=O)CCC1.[NH2:21][C:22]1[N:23]=[C:24]([C:43]2[CH:48]=[CH:47][CH:46]=[CH:45][CH:44]=2)[C:25]2[C:34](=[O:35])[C:33]3[C:28](=[C:29]([C:36]4[CH:37]=[N:38][C:39](F)=[CH:40][CH:41]=4)[CH:30]=[CH:31][CH:32]=3)[C:26]=2[N:27]=1, predict the reaction product. The product is: [NH2:21][C:22]1[N:23]=[C:24]([C:43]2[CH:48]=[CH:47][CH:46]=[CH:45][CH:44]=2)[C:25]2[C:34](=[O:35])[C:33]3[C:28](=[C:29]([C:36]4[CH:37]=[N:38][C:39]([N:11]5[CH2:12][CH2:13][N:8]([CH2:1][C:2]6[CH:3]=[CH:4][CH:5]=[CH:6][CH:7]=6)[CH2:9][CH2:10]5)=[CH:40][CH:41]=4)[CH:30]=[CH:31][CH:32]=3)[C:26]=2[N:27]=1. (4) Given the reactants C([Si]([O:8]/[C:9](/[C:12]1[CH:17]=[CH:16][CH:15]=[C:14]([O:18][CH3:19])[CH:13]=1)=[CH:10]\[CH3:11])(C)C)(C)(C)C.CC[C@@H]1[C@@H]2C[C@H]([C@@H](OC3C4C(=CC=CC=4)C(O[C@@H](C4C=CN=C5C=4C=C(OC)C=C5)[C@@H]4N5C[C@H](CC)[C@@H](CC5)C4)=NN=3)C3C=CN=C4C=3C=C([O:41]C)C=C4)N(CC2)C1.CS(N)(=O)=O.C(Cl)(Cl)Cl, predict the reaction product. The product is: [CH3:19][O:18][C:14]1[CH:13]=[C:12]([C:9](=[O:8])[C@H:10]([OH:41])[CH3:11])[CH:17]=[CH:16][CH:15]=1.